Dataset: Forward reaction prediction with 1.9M reactions from USPTO patents (1976-2016). Task: Predict the product of the given reaction. (1) Given the reactants Br[C:2]1[CH:3]=[C:4]([NH:10][C:11]2[S:12][C:13]3[CH2:14][N:15]([C:20]([O:22][C:23]([CH3:26])([CH3:25])[CH3:24])=[O:21])[CH2:16][CH2:17][C:18]=3[N:19]=2)[C:5](=[O:9])[N:6]([CH3:8])[CH:7]=1.[C:27]([O:30][CH2:31][C:32]1[C:33]([N:41]2[CH2:52][CH2:51][N:50]3[C:43](=[CH:44][C:45]4[CH2:46][C:47]([CH3:54])([CH3:53])[CH2:48][C:49]=43)[C:42]2=[O:55])=[N:34][CH:35]=[CH:36][C:37]=1B(O)O)(=[O:29])[CH3:28].[O-]P([O-])([O-])=O.[K+].[K+].[K+].C([O-])(=O)C.[Na+], predict the reaction product. The product is: [C:27]([O:30][CH2:31][C:32]1[C:33]([N:41]2[CH2:52][CH2:51][N:50]3[C:43](=[CH:44][C:45]4[CH2:46][C:47]([CH3:54])([CH3:53])[CH2:48][C:49]=43)[C:42]2=[O:55])=[N:34][CH:35]=[CH:36][C:37]=1[C:2]1[CH:3]=[C:4]([NH:10][C:11]2[S:12][C:13]3[CH2:14][N:15]([C:20]([O:22][C:23]([CH3:26])([CH3:25])[CH3:24])=[O:21])[CH2:16][CH2:17][C:18]=3[N:19]=2)[C:5](=[O:9])[N:6]([CH3:8])[CH:7]=1)(=[O:29])[CH3:28]. (2) Given the reactants F[C:2]1[CH:3]=[C:4]([S:8]([N:11]2[CH2:16][CH2:15][N:14]([C:17]3[CH:24]=[CH:23][C:20]([C:21]#[N:22])=[CH:19][C:18]=3[C:25]([F:28])([F:27])[F:26])[CH2:13][C@H:12]2[CH3:29])(=[O:10])=[O:9])[CH:5]=[CH:6][CH:7]=1.[NH:30]1[CH:34]=[N:33][CH:32]=[N:31]1.C([O-])([O-])=O.[K+].[K+].CN1C(=O)CCC1, predict the reaction product. The product is: [CH3:29][C@H:12]1[N:11]([S:8]([C:4]2[CH:5]=[CH:6][CH:7]=[C:2]([N:30]3[CH:34]=[N:33][CH:32]=[N:31]3)[CH:3]=2)(=[O:10])=[O:9])[CH2:16][CH2:15][N:14]([C:17]2[CH:24]=[CH:23][C:20]([C:21]#[N:22])=[CH:19][C:18]=2[C:25]([F:27])([F:28])[F:26])[CH2:13]1. (3) Given the reactants C([O:4][C@@H:5]1[C@@H:10]([O:11]C(=O)C)[C@H:9]([O:15]C(=O)C)[C@@H:8]([CH2:19][O:20]C(=O)C)[O:7][C@H:6]1[O:24][C:25]1[C:29]([CH2:30][C:31]2[CH:36]=[CH:35][C:34](/[CH:37]=[CH:38]/[C:39](O)=[O:40])=[CH:33][C:32]=2[CH3:42])=[C:28]([CH:43]([CH3:45])[CH3:44])[NH:27][N:26]=1)(=O)C.[S:46]([NH:50][CH2:51][CH2:52][NH2:53])(=[O:49])(=[O:48])[NH2:47].[Cl-].[NH4+], predict the reaction product. The product is: [C@@H:6]1([O:24][C:25]2[C:29]([CH2:30][C:31]3[CH:36]=[CH:35][C:34](/[CH:37]=[CH:38]/[C:39](=[O:40])[NH:53][CH2:52][CH2:51][NH:50][S:46](=[O:49])(=[O:48])[NH2:47])=[CH:33][C:32]=3[CH3:42])=[C:28]([CH:43]([CH3:45])[CH3:44])[NH:27][N:26]=2)[O:7][C@H:8]([CH2:19][OH:20])[C@@H:9]([OH:15])[C@H:10]([OH:11])[C@H:5]1[OH:4]. (4) Given the reactants [OH-].[Na+].C([O:5][C:6](=[O:19])[C:7]1[CH:12]=[CH:11][C:10]([O:13][CH2:14][CH3:15])=[C:9]([N+:16]([O-:18])=[O:17])[CH:8]=1)C.C(OC(=O)C1C=CC(OCC)=C(NC(N)=S)C=1)C, predict the reaction product. The product is: [CH2:14]([O:13][C:10]1[CH:11]=[CH:12][C:7]([C:6]([OH:19])=[O:5])=[CH:8][C:9]=1[N+:16]([O-:18])=[O:17])[CH3:15]. (5) The product is: [CH3:21][C:9]1[C:8]([N:5]2[CH2:6][CH2:7][N:2]([CH3:1])[CH2:3][CH2:4]2)=[CH:13][C:12]([O:14][CH:15]([CH3:17])[CH3:16])=[C:11]([CH:10]=1)[NH2:18]. Given the reactants [CH3:1][N:2]1[CH2:7][CH2:6][N:5]([C:8]2[CH:13]=[C:12]([O:14][CH:15]([CH3:17])[CH3:16])[C:11]([N+:18]([O-])=O)=[CH:10][C:9]=2[CH3:21])[CH2:4][CH2:3]1.C([O-])=O.[NH4+], predict the reaction product. (6) Given the reactants [F:1][C:2]1[CH:3]=[C:4]([CH:29]=[C:30]([N:32]2[CH2:37][CH2:36][CH2:35][CH2:34][CH2:33]2)[CH:31]=1)[C:5]([NH:7][C:8]1[C:17]2[C:12](=[CH:13][CH:14]=[CH:15][CH:16]=2)[C:11]([O:18][C:19]2[CH:24]=[CH:23][N:22]=[C:21](S(C)(=O)=O)[N:20]=2)=[CH:10][CH:9]=1)=[O:6].[CH3:38][C@H:39]1[O:44][C@@H:43]([CH3:45])[CH2:42][NH:41][CH2:40]1, predict the reaction product. The product is: [CH3:45][C@H:43]1[O:44][C@@H:39]([CH3:38])[CH2:40][N:41]([C:21]2[N:20]=[C:19]([O:18][C:11]3[C:12]4[C:17](=[CH:16][CH:15]=[CH:14][CH:13]=4)[C:8]([NH:7][C:5](=[O:6])[C:4]4[CH:29]=[C:30]([N:32]5[CH2:37][CH2:36][CH2:35][CH2:34][CH2:33]5)[CH:31]=[C:2]([F:1])[CH:3]=4)=[CH:9][CH:10]=3)[CH:24]=[CH:23][N:22]=2)[CH2:42]1. (7) Given the reactants Br[CH2:2][C:3]1[NH:12][C:11](=[O:13])[C:10]2[C:5](=[CH:6][CH:7]=[CH:8][CH:9]=2)[N:4]=1.[Cl:14][C:15]1[C:16]([O:38][CH3:39])=[CH:17][C:18]([O:36][CH3:37])=[C:19]([CH2:21][CH2:22][C:23]2([CH:31]3[CH2:35][CH2:34][CH2:33][CH2:32]3)[O:28][C:27](=[O:29])[CH2:26][C:25](=[O:30])[CH2:24]2)[CH:20]=1, predict the reaction product. The product is: [Cl:14][C:15]1[C:16]([O:38][CH3:39])=[CH:17][C:18]([O:36][CH3:37])=[C:19]([CH2:21][CH2:22][C:23]2([CH:31]3[CH2:35][CH2:34][CH2:33][CH2:32]3)[O:28][C:27](=[O:29])[C:26]([CH2:2][C:3]3[NH:12][C:11](=[O:13])[C:10]4[C:5](=[CH:6][CH:7]=[CH:8][CH:9]=4)[N:4]=3)=[C:25]([OH:30])[CH2:24]2)[CH:20]=1.